Task: Regression. Given two drug SMILES strings and cell line genomic features, predict the synergy score measuring deviation from expected non-interaction effect.. Dataset: NCI-60 drug combinations with 297,098 pairs across 59 cell lines (1) Drug 1: C1=NC2=C(N=C(N=C2N1C3C(C(C(O3)CO)O)O)F)N. Drug 2: CN(C(=O)NC(C=O)C(C(C(CO)O)O)O)N=O. Cell line: NCI/ADR-RES. Synergy scores: CSS=28.5, Synergy_ZIP=-0.589, Synergy_Bliss=-3.07, Synergy_Loewe=-24.3, Synergy_HSA=-4.39. (2) Drug 1: COC1=C(C=C2C(=C1)N=CN=C2NC3=CC(=C(C=C3)F)Cl)OCCCN4CCOCC4. Drug 2: CC1=C(C(CCC1)(C)C)C=CC(=CC=CC(=CC(=O)O)C)C. Cell line: BT-549. Synergy scores: CSS=24.7, Synergy_ZIP=-1.25, Synergy_Bliss=4.07, Synergy_Loewe=-1.67, Synergy_HSA=-0.113. (3) Drug 1: COC1=NC(=NC2=C1N=CN2C3C(C(C(O3)CO)O)O)N. Drug 2: C1CN(P(=O)(OC1)NCCCl)CCCl. Cell line: MDA-MB-435. Synergy scores: CSS=7.52, Synergy_ZIP=-1.31, Synergy_Bliss=3.64, Synergy_Loewe=2.90, Synergy_HSA=3.92. (4) Drug 1: C1=CC=C(C=C1)NC(=O)CCCCCCC(=O)NO. Drug 2: C(CC(=O)O)C(=O)CN.Cl. Cell line: MDA-MB-231. Synergy scores: CSS=11.1, Synergy_ZIP=-0.0450, Synergy_Bliss=5.38, Synergy_Loewe=1.53, Synergy_HSA=3.47.